From a dataset of NCI-60 drug combinations with 297,098 pairs across 59 cell lines. Regression. Given two drug SMILES strings and cell line genomic features, predict the synergy score measuring deviation from expected non-interaction effect. (1) Drug 1: CC1OCC2C(O1)C(C(C(O2)OC3C4COC(=O)C4C(C5=CC6=C(C=C35)OCO6)C7=CC(=C(C(=C7)OC)O)OC)O)O. Drug 2: C(CCl)NC(=O)N(CCCl)N=O. Cell line: SW-620. Synergy scores: CSS=29.6, Synergy_ZIP=-4.27, Synergy_Bliss=-5.42, Synergy_Loewe=-13.3, Synergy_HSA=-4.00. (2) Drug 1: C1CC(=O)NC(=O)C1N2CC3=C(C2=O)C=CC=C3N. Drug 2: C1CCC(C(C1)N)N.C(=O)(C(=O)[O-])[O-].[Pt+4]. Cell line: DU-145. Synergy scores: CSS=0.317, Synergy_ZIP=-4.59, Synergy_Bliss=-8.21, Synergy_Loewe=-5.06, Synergy_HSA=-5.14. (3) Drug 1: CCC1(CC2CC(C3=C(CCN(C2)C1)C4=CC=CC=C4N3)(C5=C(C=C6C(=C5)C78CCN9C7C(C=CC9)(C(C(C8N6C)(C(=O)OC)O)OC(=O)C)CC)OC)C(=O)OC)O.OS(=O)(=O)O. Drug 2: CC12CCC3C(C1CCC2O)C(CC4=C3C=CC(=C4)O)CCCCCCCCCS(=O)CCCC(C(F)(F)F)(F)F. Cell line: HCT-15. Synergy scores: CSS=-1.63, Synergy_ZIP=-7.83, Synergy_Bliss=-15.1, Synergy_Loewe=-18.9, Synergy_HSA=-13.3. (4) Drug 1: CCC1(CC2CC(C3=C(CCN(C2)C1)C4=CC=CC=C4N3)(C5=C(C=C6C(=C5)C78CCN9C7C(C=CC9)(C(C(C8N6C=O)(C(=O)OC)O)OC(=O)C)CC)OC)C(=O)OC)O.OS(=O)(=O)O. Drug 2: CCN(CC)CCNC(=O)C1=C(NC(=C1C)C=C2C3=C(C=CC(=C3)F)NC2=O)C. Cell line: SF-295. Synergy scores: CSS=13.3, Synergy_ZIP=3.48, Synergy_Bliss=3.62, Synergy_Loewe=-8.26, Synergy_HSA=4.49. (5) Drug 1: C1=C(C(=O)NC(=O)N1)F. Drug 2: C1CCC(C(C1)N)N.C(=O)(C(=O)[O-])[O-].[Pt+4]. Cell line: 786-0. Synergy scores: CSS=34.3, Synergy_ZIP=-3.36, Synergy_Bliss=-3.70, Synergy_Loewe=0.506, Synergy_HSA=2.75. (6) Drug 1: C1=CN(C(=O)N=C1N)C2C(C(C(O2)CO)O)O.Cl. Drug 2: CC(C)(C#N)C1=CC(=CC(=C1)CN2C=NC=N2)C(C)(C)C#N. Cell line: HOP-62. Synergy scores: CSS=32.7, Synergy_ZIP=-2.46, Synergy_Bliss=-10.1, Synergy_Loewe=-16.9, Synergy_HSA=-10.3.